From a dataset of Catalyst prediction with 721,799 reactions and 888 catalyst types from USPTO. Predict which catalyst facilitates the given reaction. (1) Reactant: [C:1]([O:5][C:6](=[O:36])[NH:7][C@@H:8]1[CH2:12][CH2:11][CH2:10][C@H:9]1[C:13]([NH:15][NH:16][C:17]([C@@H:19]1[CH2:25][CH2:24][C@@H:23]2[CH2:26][N:20]1[C:21](=[O:35])[N:22]2[O:27]CC1C=CC=CC=1)=[O:18])=[O:14])([CH3:4])([CH3:3])[CH3:2]. Product: [C:1]([O:5][C:6](=[O:36])[NH:7][C@@H:8]1[CH2:12][CH2:11][CH2:10][C@H:9]1[C:13]([NH:15][NH:16][C:17]([C@@H:19]1[CH2:25][CH2:24][C@@H:23]2[CH2:26][N:20]1[C:21](=[O:35])[N:22]2[OH:27])=[O:18])=[O:14])([CH3:4])([CH3:2])[CH3:3]. The catalyst class is: 19. (2) Reactant: Br[C:2]1[CH:7]=[CH:6][C:5]([CH2:8][C:9]([O:11][CH3:12])=[O:10])=[C:4]([N+:13]([O-:15])=[O:14])[CH:3]=1.[C:16]1([CH2:22][O:23][C:24]2[CH:29]=[CH:28][C:27](B(O)O)=[CH:26][CH:25]=2)[CH:21]=[CH:20][CH:19]=[CH:18][CH:17]=1.C(=O)([O-])[O-].[Na+].[Na+]. Product: [N+:13]([C:4]1[CH:3]=[C:2]([C:27]2[CH:28]=[CH:29][C:24]([O:23][CH2:22][C:16]3[CH:21]=[CH:20][CH:19]=[CH:18][CH:17]=3)=[CH:25][CH:26]=2)[CH:7]=[CH:6][C:5]=1[CH2:8][C:9]([O:11][CH3:12])=[O:10])([O-:15])=[O:14]. The catalyst class is: 837.